This data is from Forward reaction prediction with 1.9M reactions from USPTO patents (1976-2016). The task is: Predict the product of the given reaction. (1) Given the reactants [O:1]1[CH2:6][CH2:5][CH:4]([NH2:7])[CH2:3][CH2:2]1.[CH3:8][C:9]1[O:13][N:12]=[C:11]([C:14]2[CH:19]=[CH:18][CH:17]=[CH:16][CH:15]=2)[C:10]=1[C:20]1[N:21]=[CH:22][N:23]([C:25]2[CH:33]=[CH:32][CH:31]=[CH:30][C:26]=2[C:27](O)=[O:28])[CH:24]=1, predict the reaction product. The product is: [CH3:8][C:9]1[O:13][N:12]=[C:11]([C:14]2[CH:15]=[CH:16][CH:17]=[CH:18][CH:19]=2)[C:10]=1[C:20]1[N:21]=[CH:22][N:23]([C:25]2[CH:33]=[CH:32][CH:31]=[CH:30][C:26]=2[C:27]([NH:7][CH:4]2[CH2:5][CH2:6][O:1][CH2:2][CH2:3]2)=[O:28])[CH:24]=1. (2) Given the reactants [CH2:1]([O:3][C:4]([C:6]1[C:7]([CH3:14])=[N:8][C:9]([S:12][CH3:13])=[N:10][CH:11]=1)=[O:5])[CH3:2].[CH3:15][N:16]([CH:18](OC)OC)[CH3:17], predict the reaction product. The product is: [CH2:1]([O:3][C:4]([C:6]1[C:7](/[CH:14]=[CH:15]/[N:16]([CH3:18])[CH3:17])=[N:8][C:9]([S:12][CH3:13])=[N:10][CH:11]=1)=[O:5])[CH3:2]. (3) Given the reactants [NH2:1][CH2:2][C@@H:3]1[CH2:6][C@H:5]([N:7]2[C:11]3[N:12]=[CH:13][N:14]=[C:15]([NH2:16])[C:10]=3[C:9]([I:17])=[CH:8]2)[CH2:4]1.[C:18](O)(=[O:20])[CH3:19].CN(C(ON1N=NC2C=CC=NC1=2)=[N+](C)C)C.F[P-](F)(F)(F)(F)F.CCN(C(C)C)C(C)C, predict the reaction product. The product is: [NH2:16][C:15]1[C:10]2[C:9]([I:17])=[CH:8][N:7]([C@@H:5]3[CH2:6][C@H:3]([CH2:2][NH:1][C:18](=[O:20])[CH3:19])[CH2:4]3)[C:11]=2[N:12]=[CH:13][N:14]=1.